This data is from Peptide-MHC class II binding affinity with 134,281 pairs from IEDB. The task is: Regression. Given a peptide amino acid sequence and an MHC pseudo amino acid sequence, predict their binding affinity value. This is MHC class II binding data. (1) The peptide sequence is KGGRKPARLIVYPDLGSRVC. The MHC is DRB1_1101 with pseudo-sequence DRB1_1101. The binding affinity (normalized) is 0.165. (2) The peptide sequence is NYPIVQNLQGQMVHQAISPR. The MHC is DRB4_0101 with pseudo-sequence DRB4_0103. The binding affinity (normalized) is 0.549. (3) The peptide sequence is ACPGTSVIIDGNCDGKK. The MHC is DRB1_1301 with pseudo-sequence DRB1_1301. The binding affinity (normalized) is 0.157. (4) The peptide sequence is EKKYRAATQFEPLAA. The MHC is HLA-DPA10301-DPB10402 with pseudo-sequence HLA-DPA10301-DPB10402. The binding affinity (normalized) is 0.694.